From a dataset of Catalyst prediction with 721,799 reactions and 888 catalyst types from USPTO. Predict which catalyst facilitates the given reaction. (1) Reactant: [N:1]1[CH:6]=[CH:5][CH:4]=[CH:3][C:2]=1[C:7]1[CH:15]=[CH:14][C:10]([C:11]([OH:13])=O)=[CH:9][CH:8]=1.C(N=C=NC1CCCCC1)C1C=CC=CC=1.ON1C2C=CC=CC=2N=N1.[CH3:42][C@H:43]1[CH2:48][N:47]([CH2:49][C:50]2[CH:55]=[CH:54][C:53]([NH:56][CH3:57])=[CH:52][CH:51]=2)[CH2:46][CH2:45][N:44]1[C:58]([O:60][C:61]([CH3:64])([CH3:63])[CH3:62])=[O:59]. Product: [CH3:42][C@H:43]1[CH2:48][N:47]([CH2:49][C:50]2[CH:55]=[CH:54][C:53]([N:56]([CH3:57])[C:11]([C:10]3[CH:9]=[CH:8][C:7]([C:2]4[CH:3]=[CH:4][CH:5]=[CH:6][N:1]=4)=[CH:15][CH:14]=3)=[O:13])=[CH:52][CH:51]=2)[CH2:46][CH2:45][N:44]1[C:58]([O:60][C:61]([CH3:62])([CH3:64])[CH3:63])=[O:59]. The catalyst class is: 85. (2) Reactant: C(OC(=O)[NH:7][CH:8]([CH2:35][C:36]1[CH:41]=[CH:40][C:39]([Cl:42])=[CH:38][CH:37]=1)[C:9]([N:11]1[CH2:16][CH2:15][N:14]([CH:17]([C:29](=[O:32])[NH:30][CH3:31])[CH2:18][C:19]2[CH:28]=[CH:27][C:26]3[C:21](=[CH:22][CH:23]=[CH:24][CH:25]=3)[CH:20]=2)[CH2:13][CH:12]1[CH2:33][CH3:34])=[O:10])(C)(C)C.ClCCCl. Product: [ClH:42].[NH2:7][CH:8]([CH2:35][C:36]1[CH:41]=[CH:40][C:39]([Cl:42])=[CH:38][CH:37]=1)[C:9]([N:11]1[CH2:16][CH2:15][N:14]([CH:17]([CH2:18][C:19]2[CH:28]=[CH:27][C:26]3[C:21](=[CH:22][CH:23]=[CH:24][CH:25]=3)[CH:20]=2)[C:29]([NH:30][CH3:31])=[O:32])[CH2:13][CH:12]1[CH2:33][CH3:34])=[O:10]. The catalyst class is: 89. (3) Reactant: [OH:1][CH:2]1[CH2:7][CH2:6][CH:5]([CH2:8][NH:9][C:10](=[O:16])[O:11][C:12]([CH3:15])([CH3:14])[CH3:13])[CH2:4][CH2:3]1.[CH3:17][S:18](Cl)(=[O:20])=[O:19]. Product: [CH3:17][S:18]([O:1][CH:2]1[CH2:7][CH2:6][CH:5]([CH2:8][NH:9][C:10]([O:11][C:12]([CH3:13])([CH3:15])[CH3:14])=[O:16])[CH2:4][CH2:3]1)(=[O:20])=[O:19]. The catalyst class is: 2. (4) Reactant: [CH2:1]([O:4][C:5]1([CH3:46])[CH2:10][CH2:9][N:8]([C:11]2[N:16]3[N:17]=[C:18]([CH2:20][N:21]4[CH:25]=[C:24]([C:26]5[CH:31]=[CH:30][CH:29]=[CH:28][C:27]=5[CH2:32][OH:33])[N:23]=[N:22]4)[CH:19]=[C:15]3[N:14]=[C:13]([CH3:34])[C:12]=2[C@H:35]([O:41][C:42]([CH3:45])([CH3:44])[CH3:43])[C:36]([O:38][CH2:39][CH3:40])=[O:37])[CH2:7][CH2:6]1)[CH:2]=[CH2:3].[H-].[Na+].[CH2:49](Br)[CH:50]=[CH2:51]. Product: [CH2:1]([O:4][C:5]1([CH3:46])[CH2:10][CH2:9][N:8]([C:11]2[N:16]3[N:17]=[C:18]([CH2:20][N:21]4[CH:25]=[C:24]([C:26]5[CH:31]=[CH:30][CH:29]=[CH:28][C:27]=5[CH2:32][O:33][CH2:51][CH:50]=[CH2:49])[N:23]=[N:22]4)[CH:19]=[C:15]3[N:14]=[C:13]([CH3:34])[C:12]=2[C@H:35]([O:41][C:42]([CH3:45])([CH3:44])[CH3:43])[C:36]([O:38][CH2:39][CH3:40])=[O:37])[CH2:7][CH2:6]1)[CH:2]=[CH2:3]. The catalyst class is: 3. (5) Reactant: [F:1][C:2]1[C:3]([N:9]=[CH:10][N:11]([CH3:13])[CH3:12])=[N:4][C:5]([OH:8])=[N:6][CH:7]=1.[C:14]1([S:20](Cl)(=[O:22])=[O:21])[CH:19]=[CH:18][CH:17]=[CH:16][CH:15]=1. Product: [C:14]1([S:20]([N:6]2[CH:7]=[C:2]([F:1])[C:3]([N:9]=[CH:10][N:11]([CH3:13])[CH3:12])=[N:4][C:5]2=[O:8])(=[O:22])=[O:21])[CH:19]=[CH:18][CH:17]=[CH:16][CH:15]=1. The catalyst class is: 17. (6) Reactant: C(NC(C)C)(C)C.[Li]CCCC.[Br:13][C:14]1[CH:19]=[CH:18][C:17]([F:20])=[CH:16][N:15]=1.[Li+].CC([N-]C(C)C)C.[CH2:29]([Si:31]([CH2:35][CH3:36])([CH2:33][CH3:34])Cl)[CH3:30]. Product: [Br:13][C:14]1[CH:19]=[C:18]([Si:31]([CH2:35][CH3:36])([CH2:33][CH3:34])[CH2:29][CH3:30])[C:17]([F:20])=[CH:16][N:15]=1. The catalyst class is: 1. (7) Reactant: Cl.[CH:2]1[C:12]2[CH2:11][CH2:10][C:9]3[CH:13]=[CH:14][CH:15]=[CH:16][C:8]=3[N:7]([CH2:17][CH:18]([CH3:21])[CH2:19][NH2:20])[C:6]=2[CH:5]=[CH:4][CH:3]=1.C(N(CC)CC)C.[Cl:29][C:30]1[CH:35]=[CH:34][C:33]([S:36](Cl)(=[O:38])=[O:37])=[CH:32][CH:31]=1. Product: [Cl:29][C:30]1[CH:35]=[CH:34][C:33]([S:36]([NH:20][CH2:19][CH:18]([CH3:21])[CH2:17][N:7]2[C:8]3[CH:16]=[CH:15][CH:14]=[CH:13][C:9]=3[CH2:10][CH2:11][C:12]3[CH:2]=[CH:3][CH:4]=[CH:5][C:6]2=3)(=[O:38])=[O:37])=[CH:32][CH:31]=1. The catalyst class is: 3.